From a dataset of TCR-epitope binding with 47,182 pairs between 192 epitopes and 23,139 TCRs. Binary Classification. Given a T-cell receptor sequence (or CDR3 region) and an epitope sequence, predict whether binding occurs between them. Result: 1 (the TCR binds to the epitope). The TCR CDR3 sequence is CASSLGGQSSYEQYF. The epitope is FSKQLQQSM.